From a dataset of Full USPTO retrosynthesis dataset with 1.9M reactions from patents (1976-2016). Predict the reactants needed to synthesize the given product. Given the product [Cl:1][C:2]1[N:10]=[C:9]2[C:5]([N:6]=[C:7]([CH2:13][N:29]3[CH2:30][CH2:31][CH:26]([N:24]4[CH2:23][C:22]([F:32])([F:21])[CH2:25]4)[CH2:27][CH2:28]3)[N:8]2[CH2:11][CH3:12])=[C:4]([N:15]2[CH2:20][CH2:19][O:18][CH2:17][CH2:16]2)[N:3]=1, predict the reactants needed to synthesize it. The reactants are: [Cl:1][C:2]1[N:10]=[C:9]2[C:5]([N:6]=[C:7]([CH:13]=O)[N:8]2[CH2:11][CH3:12])=[C:4]([N:15]2[CH2:20][CH2:19][O:18][CH2:17][CH2:16]2)[N:3]=1.[F:21][C:22]1([F:32])[CH2:25][N:24]([CH:26]2[CH2:31][CH2:30][NH:29][CH2:28][CH2:27]2)[CH2:23]1.C(O[BH-](OC(=O)C)OC(=O)C)(=O)C.[Na+].O.